From a dataset of Peptide-MHC class I binding affinity with 185,985 pairs from IEDB/IMGT. Regression. Given a peptide amino acid sequence and an MHC pseudo amino acid sequence, predict their binding affinity value. This is MHC class I binding data. (1) The MHC is Mamu-A02 with pseudo-sequence Mamu-A02. The binding affinity (normalized) is 0.607. The peptide sequence is SSPLELFML. (2) The peptide sequence is GSTELSPLY. The MHC is HLA-A01:01 with pseudo-sequence HLA-A01:01. The binding affinity (normalized) is 0.423. (3) The peptide sequence is ILAKGRRRV. The MHC is HLA-A02:02 with pseudo-sequence HLA-A02:02. The binding affinity (normalized) is 0.417.